Dataset: Full USPTO retrosynthesis dataset with 1.9M reactions from patents (1976-2016). Task: Predict the reactants needed to synthesize the given product. (1) Given the product [CH2:14]([N:9]1[CH2:10][C@@H:11]([CH3:12])[C@H:5]2[CH2:4][CH2:3][C@H:2]([CH3:1])[C@H:6]2[C:7]1=[O:8])[CH2:15][CH2:16][CH2:17][CH2:18][CH3:19], predict the reactants needed to synthesize it. The reactants are: [CH3:1][CH:2]1[CH:6]2[C:7]([NH:9][CH:10]=[C:11]([CH3:12])[CH:5]2[CH2:4][CH2:3]1)=[O:8].I[CH2:14][CH2:15][CH2:16][CH2:17][CH2:18][CH3:19]. (2) Given the product [F:1][C:2]1([F:27])[CH2:3][CH2:4][CH:5]([CH2:8][C:9]2[N:13]3[CH:14]=[C:15]([CH:21]=[CH2:22])[C:16]([C:18]([NH:28][C:29]4[CH:34]=[CH:33][CH:32]=[CH:31][CH:30]=4)=[O:19])=[CH:17][C:12]3=[N:11][C:10]=2[C:23]([F:25])([F:24])[F:26])[CH2:6][CH2:7]1, predict the reactants needed to synthesize it. The reactants are: [F:1][C:2]1([F:27])[CH2:7][CH2:6][CH:5]([CH2:8][C:9]2[N:13]3[CH:14]=[C:15]([CH:21]=[CH2:22])[C:16]([C:18](O)=[O:19])=[CH:17][C:12]3=[N:11][C:10]=2[C:23]([F:26])([F:25])[F:24])[CH2:4][CH2:3]1.[NH2:28][C:29]1[CH:34]=[CH:33][CH:32]=[CH:31][CH:30]=1. (3) Given the product [NH2:1][CH2:4][C@@H:5]([C:14]1[CH:15]=[CH:16][C:17]([OH:25])=[C:18]([NH:20][S:21]([CH3:24])(=[O:22])=[O:23])[CH:19]=1)[O:6][Si:7]([CH2:10][CH3:11])([CH2:8][CH3:9])[CH2:12][CH3:13], predict the reactants needed to synthesize it. The reactants are: [N:1]([CH2:4][C@@H:5]([C:14]1[CH:15]=[CH:16][C:17]([O:25]CC2C=CC=CC=2)=[C:18]([NH:20][S:21]([CH3:24])(=[O:23])=[O:22])[CH:19]=1)[O:6][Si:7]([CH2:12][CH3:13])([CH2:10][CH3:11])[CH2:8][CH3:9])=[N+]=[N-].C(Cl)Cl.